The task is: Predict which catalyst facilitates the given reaction.. This data is from Catalyst prediction with 721,799 reactions and 888 catalyst types from USPTO. (1) Reactant: [I:1][C:2]1[CH:3]=[C:4]([CH:7]=[CH:8][CH:9]=1)[CH2:5]O.S(Cl)([Cl:12])=O.[OH-].[Na+]. Product: [I:1][C:2]1[CH:3]=[C:4]([CH:7]=[CH:8][CH:9]=1)[CH2:5][Cl:12]. The catalyst class is: 34. (2) Reactant: N[C@H]([C:8]([OH:10])=[O:9])CCCCN.N[C@H:12]([C:18]([OH:20])=[O:19])[CH2:13][CH2:14][C:15](=[O:17])[OH:16].N[C@H](C(O)=[O:31])CCCNC(=N)N. Product: [C:15]([OH:16])(=[O:17])[CH2:14][C:13]([CH2:12][C:18]([OH:20])=[O:19])([C:8]([OH:10])=[O:9])[OH:31]. The catalyst class is: 610. (3) Reactant: [CH3:1][N:2]1[CH:6]=[CH:5][C:4]([C:7](=[O:9])[CH3:8])=[N:3]1.CO. Product: [CH3:8][C@H:7]([C:4]1[CH:5]=[CH:6][N:2]([CH3:1])[N:3]=1)[OH:9]. The catalyst class is: 25. (4) Reactant: [CH3:1][C:2]1[CH:7]=[CH:6][C:5]([S:8]([NH:11][C:12]2[CH:13]=[CH:14][CH:15]=[C:16]3[C:21]=2[N:20]=[CH:19][CH:18]=[CH:17]3)(=[O:10])=[O:9])=[C:4]([N+:22]([O-])=O)[CH:3]=1.Cl[Sn]Cl. Product: [NH2:22][C:4]1[CH:3]=[C:2]([CH3:1])[CH:7]=[CH:6][C:5]=1[S:8]([NH:11][C:12]1[CH:13]=[CH:14][CH:15]=[C:16]2[C:21]=1[N:20]=[CH:19][CH:18]=[CH:17]2)(=[O:10])=[O:9]. The catalyst class is: 422. (5) Reactant: [CH3:1][C:2]1([CH3:9])[CH2:7][CH2:6][CH2:5][CH2:4][C:3]1=[O:8].[Li+].CC([N-]C(C)C)C.C1C=CC(N([S:25]([C:28]([F:31])([F:30])[F:29])(=[O:27])=[O:26])[S:25]([C:28]([F:31])([F:30])[F:29])(=[O:27])=[O:26])=CC=1. Product: [F:29][C:28]([F:31])([F:30])[S:25]([O:8][C:3]1[C:2]([CH3:9])([CH3:1])[CH2:7][CH2:6][CH2:5][CH:4]=1)(=[O:27])=[O:26]. The catalyst class is: 1. (6) Reactant: [CH3:1][C:2]1[CH:3]=[C:4]([CH2:22][C:23]([O:25]C(C)(C)C)=[O:24])[CH:5]=[CH:6][C:7]=1[NH:8][C:9]([NH:11][C:12]1[CH:17]=[CH:16][CH:15]=[CH:14][C:13]=1[C:18]([F:21])([F:20])[F:19])=[O:10].C(O)(C(F)(F)F)=O. Product: [CH3:1][C:2]1[CH:3]=[C:4]([CH2:22][C:23]([OH:25])=[O:24])[CH:5]=[CH:6][C:7]=1[NH:8][C:9]([NH:11][C:12]1[CH:17]=[CH:16][CH:15]=[CH:14][C:13]=1[C:18]([F:20])([F:21])[F:19])=[O:10]. The catalyst class is: 2. (7) Reactant: [C-]#N.[Na+].[Cu][C:5]#[N:6].Br[C:8]1[C:9]([NH2:15])=[N:10][CH:11]=[C:12]([Br:14])[N:13]=1. Product: [NH2:15][C:9]1[C:8]([C:5]#[N:6])=[N:13][C:12]([Br:14])=[CH:11][N:10]=1. The catalyst class is: 3. (8) The catalyst class is: 60. Product: [Cl:1][C:2]1[CH:3]=[C:4]2[C:12](=[CH:13][CH:14]=1)[N:11](/[CH:15]=[C:16](\[C:18]1[CH:23]=[CH:22][N:21]=[CH:20][N:19]=1)/[CH3:17])[C:10]1[CH2:9][N:8]([CH3:25])[CH2:7][CH2:6][C:5]2=1.[Cl:1][C:2]1[CH:3]=[C:4]2[C:12](=[CH:13][CH:14]=1)[N:11](/[CH:15]=[C:16](/[C:18]1[CH:23]=[CH:22][N:21]=[CH:20][N:19]=1)\[CH3:17])[C:10]1[CH2:9][N:8]([CH3:25])[CH2:7][CH2:6][C:5]2=1. Reactant: [Cl:1][C:2]1[CH:3]=[C:4]2[C:12](=[CH:13][CH:14]=1)[N:11]([CH2:15][C:16](Cl)([C:18]1[CH:23]=[CH:22][N:21]=[CH:20][N:19]=1)[CH3:17])[C:10]1[CH2:9][N:8]([CH3:25])[CH2:7][CH2:6][C:5]2=1.[OH-].[K+].O.